Dataset: Peptide-MHC class I binding affinity with 185,985 pairs from IEDB/IMGT. Task: Regression. Given a peptide amino acid sequence and an MHC pseudo amino acid sequence, predict their binding affinity value. This is MHC class I binding data. (1) The peptide sequence is EKLKKKSAF. The MHC is HLA-B40:01 with pseudo-sequence HLA-B40:01. The binding affinity (normalized) is 0.0847. (2) The peptide sequence is SIFLHLVKI. The MHC is HLA-A02:01 with pseudo-sequence HLA-A02:01. The binding affinity (normalized) is 0.450. (3) The peptide sequence is IPTNFSISI. The MHC is HLA-A30:01 with pseudo-sequence HLA-A30:01. The binding affinity (normalized) is 0.00633. (4) The peptide sequence is SRAIWFMWL. The MHC is HLA-A01:01 with pseudo-sequence HLA-A01:01. The binding affinity (normalized) is 0.0847. (5) The peptide sequence is NTDEIPELI. The MHC is HLA-A26:01 with pseudo-sequence HLA-A26:01. The binding affinity (normalized) is 0.0847. (6) The peptide sequence is AYSESQLIA. The MHC is H-2-Kd with pseudo-sequence H-2-Kd. The binding affinity (normalized) is 0.